Dataset: Forward reaction prediction with 1.9M reactions from USPTO patents (1976-2016). Task: Predict the product of the given reaction. (1) Given the reactants [N:1]1[CH:6]=C[CH:4]=[C:3]([C:7]2[CH:8]=[CH:9][C:10]3[N:11]([C:13]([CH:16]=[O:17])=[CH:14][N:15]=3)[CH:12]=2)[CH:2]=1.BrC1C=CC2[N:23](C(C=O)=CN=2)C=1.N1C=C(B(O)O)C=NC=1, predict the reaction product. The product is: [N:1]1[CH:2]=[C:3]([C:7]2[CH:8]=[CH:9][C:10]3[N:11]([C:13]([CH:16]=[O:17])=[CH:14][N:15]=3)[CH:12]=2)[CH:4]=[N:23][CH:6]=1. (2) The product is: [CH3:27][O:26][C:24](=[O:25])[C@H:18]([NH:17][C:15]([O:14][C:10]([CH3:13])([CH3:12])[CH3:11])=[O:16])[CH2:19][CH2:20][CH2:21][C:22]([C:5]1[CH:6]=[CH:7][C:2]([Cl:1])=[CH:3][CH:4]=1)=[O:23]. Given the reactants [Cl:1][C:2]1[CH:7]=[CH:6][C:5]([Mg]Br)=[CH:4][CH:3]=1.[C:10]([O:14][C:15]([N:17]1[C:22](=[O:23])[CH2:21][CH2:20][CH2:19][C@@H:18]1[C:24]([OH:26])=[O:25])=[O:16])([CH3:13])([CH3:12])[CH3:11].[CH2:27]1COCC1, predict the reaction product. (3) Given the reactants [CH3:1][O:2][C:3](=[O:13])[C:4]1[C:9]([Cl:10])=[CH:8][CH:7]=[CH:6][C:5]=1[CH2:11]Br.[CH3:14][NH:15][CH3:16], predict the reaction product. The product is: [CH3:1][O:2][C:3](=[O:13])[C:4]1[C:5]([CH2:11][N:15]([CH3:16])[CH3:14])=[CH:6][CH:7]=[CH:8][C:9]=1[Cl:10]. (4) Given the reactants [Cl:1][C:2]1[CH:7]=[CH:6][C:5]([NH:8][C:9]2[CH:17]=[CH:16][CH:15]=[CH:14][C:10]=2[C:11](O)=[O:12])=[C:4]([N+:18]([O-])=O)[CH:3]=1, predict the reaction product. The product is: [Cl:1][C:2]1[CH:7]=[CH:6][C:5]2[NH:8][C:9]3[CH:17]=[CH:16][CH:15]=[CH:14][C:10]=3[C:11](=[O:12])[NH:18][C:4]=2[CH:3]=1. (5) The product is: [OH:27][C:21]1([C:22]2[S:26][CH:25]=[CH:24][CH:23]=2)[CH2:20][CH2:19][N:18]([CH:2]([CH3:15])[C:3]([C:5]2[CH:14]=[CH:13][C:8]3[NH:9][C:10](=[O:12])[S:11][C:7]=3[CH:6]=2)=[O:4])[CH2:17][CH2:16]1. Given the reactants Br[CH:2]([CH3:15])[C:3]([C:5]1[CH:14]=[CH:13][C:8]2[NH:9][C:10](=[O:12])[S:11][C:7]=2[CH:6]=1)=[O:4].[CH2:16]1[C:21]([OH:27])([C:22]2[S:26][CH:25]=[CH:24][CH:23]=2)[CH2:20][CH2:19][NH:18][CH2:17]1.C(N(CC)CC)C, predict the reaction product.